The task is: Predict which catalyst facilitates the given reaction.. This data is from Catalyst prediction with 721,799 reactions and 888 catalyst types from USPTO. (1) Product: [ClH:12].[Br:16][C:17]1[CH:18]=[CH:19][C:20]([S:25]([CH3:28])(=[O:27])=[O:26])=[C:21]([CH:22]=1)[CH2:23][N:24]1[CH:10]=[C:11]([Cl:12])[CH:7]=[C:3]([C:4]([NH2:6])=[O:5])[C:1]1=[NH:2]. The catalyst class is: 8. Reactant: [C:1]([CH:3]([CH:7]1[C:11]([Cl:12])=[C:10](Cl)C(=O)O1)[C:4]([NH2:6])=[O:5])#[N:2].Cl.[Br:16][C:17]1[CH:18]=[CH:19][C:20]([S:25]([CH3:28])(=[O:27])=[O:26])=[C:21]([CH2:23][NH2:24])[CH:22]=1.C(=O)([O-])[O-].[K+].[K+].[OH-].[Na+]. (2) Reactant: N[C:2]1[CH:7]=[CH:6][CH:5]=[CH:4][N:3]=1.O.[CH2:9]=O.[C:11]([BH3-])#[N:12].[Na+]. Product: [CH3:9][N:12]([CH3:11])[C:2]1[CH:7]=[CH:6][CH:5]=[CH:4][N:3]=1. The catalyst class is: 477. (3) Reactant: [CH3:1][CH2:2][C@H:3]1[O:18][C:16](=[O:17])[C@H:15]([CH3:19])[C@@H:14]([O:20][C@@H:21]2[O:26][C@@H:25]([CH3:27])[C@H:24]([OH:28])[C@@:23]([O:30][CH3:31])([CH3:29])[CH2:22]2)[C@H:13]([CH3:32])[C@@H:12]([O:33][C@@H:34]2[O:39][C@H:38]([CH3:40])[CH2:37][C@H:36]([N:41]([CH3:43])[CH3:42])[C@H:35]2[OH:44])[C@@:11]([O:46][CH3:47])([CH3:45])[CH2:10][C@@H:9]([CH3:48])[C:7](=[O:8])[C@H:6]([CH3:49])[C@@H:5]([OH:50])[C@@:4]1([OH:52])[CH3:51].[CH3:53][S:54]([OH:57])(=[O:56])=[O:55]. Product: [CH3:1][CH2:2][C@H:3]1[O:18][C:16](=[O:17])[C@H:15]([CH3:19])[C@@H:14]([O:20][C@@H:21]2[O:26][C@@H:25]([CH3:27])[C@H:24]([OH:28])[C@@:23]([O:30][CH3:31])([CH3:29])[CH2:22]2)[C@H:13]([CH3:32])[C@@H:12]([O:33][C@@H:34]2[O:39][C@H:38]([CH3:40])[CH2:37][C@H:36]([N:41]([CH3:42])[CH3:43])[C@H:35]2[OH:44])[C@@:11]([O:46][CH3:47])([CH3:45])[CH2:10][C@@H:9]([CH3:48])[C:7](=[O:8])[C@H:6]([CH3:49])[C@@H:5]([OH:50])[C@@:4]1([OH:52])[CH3:51].[S:54]([O-:57])(=[O:56])(=[O:55])[CH3:53]. The catalyst class is: 21. (4) Reactant: [CH:1]1[C:6]([OH:7])=[CH:5][CH:4]=[CH:3][C:2]=1[CH3:8].O[C@H:10]([CH3:15])[C:11]([O:13][CH3:14])=[O:12].C1C=CC(P(C2C=CC=CC=2)C2C=CC=CC=2)=CC=1.CC(OC(/N=N/C(OC(C)C)=O)=O)C. Product: [C:2]1([CH3:8])[CH:3]=[CH:4][CH:5]=[C:6]([O:7][C@@H:10]([CH3:15])[C:11]([O:13][CH3:14])=[O:12])[CH:1]=1. The catalyst class is: 1. (5) Reactant: [OH:1][C:2]1[CH:3]=[C:4]([CH:7]=[CH:8][C:9]=1[N+:10]([O-:12])=[O:11])[CH:5]=[O:6].C(=O)([O-])[O-].[K+].[K+].O.[CH2:20]([O:22][C:23](=[O:26])[CH2:24]Cl)[CH3:21]. Product: [CH2:20]([O:22][C:23](=[O:26])[CH2:24][O:1][C:2]1[CH:3]=[C:4]([CH:5]=[O:6])[CH:7]=[CH:8][C:9]=1[N+:10]([O-:12])=[O:11])[CH3:21]. The catalyst class is: 3. (6) Reactant: [NH2:1][C:2]([C:7]1[CH:12]=[CH:11][CH:10]=[CH:9][CH:8]=1)([CH3:6])[C:3](O)=[O:4].[OH-].[K+].[CH3:15][N:16]=[C:17]=[S:18]. The catalyst class is: 6. Product: [CH3:15][N:16]1[C:3](=[O:4])[C:2]([CH3:6])([C:7]2[CH:12]=[CH:11][CH:10]=[CH:9][CH:8]=2)[NH:1][C:17]1=[S:18]. (7) Reactant: [I:1][C:2]1[CH:7]=[CH:6][C:5]([C:8]2[N:12]([CH3:13])[C:11]([S:14][CH3:15])=[N:10][N:9]=2)=[CH:4][CH:3]=1.[O-:16][Mn](=O)(=O)=O.[K+].[O-]S([O-])=O.[Na+].[Na+].[OH-:28].[Na+]. Product: [I:1][C:2]1[CH:3]=[CH:4][C:5]([C:8]2[N:12]([CH3:13])[C:11]([S:14]([CH3:15])(=[O:16])=[O:28])=[N:10][N:9]=2)=[CH:6][CH:7]=1. The catalyst class is: 86. (8) Reactant: [CH2:1]([O:8][C:9]1[CH:10]=[C:11]([CH2:17][CH2:18][NH:19][C:20](=O)/[CH:21]=[CH:22]/[C:23]2[CH:24]=[N:25][N:26]([CH2:28][CH3:29])[CH:27]=2)[CH:12]=[CH:13][C:14]=1[O:15][CH3:16])[C:2]1[CH:7]=[CH:6][CH:5]=[CH:4][CH:3]=1.O=P(Cl)(Cl)Cl.[BH4-].[Na+]. Product: [CH2:1]([O:8][C:9]1[CH:10]=[C:11]2[C:12](=[CH:13][C:14]=1[O:15][CH3:16])[CH:20](/[CH:21]=[CH:22]/[C:23]1[CH:24]=[N:25][N:26]([CH2:28][CH3:29])[CH:27]=1)[NH:19][CH2:18][CH2:17]2)[C:2]1[CH:7]=[CH:6][CH:5]=[CH:4][CH:3]=1. The catalyst class is: 10. (9) Reactant: [CH3:1][N:2]1[CH:6]([C:7]([O:9]C)=[O:8])[CH2:5][N:4]([CH:11]2[CH2:16][CH2:15][N:14]([C:17]([O:19][C:20]([CH3:23])([CH3:22])[CH3:21])=[O:18])[CH2:13][CH2:12]2)[C:3]1=[O:24].[OH-].[Li+].Cl. Product: [CH3:23][C:20]([O:19][C:17]([N:14]1[CH2:13][CH2:12][CH:11]([N:4]2[CH2:5][CH:6]([C:7]([OH:9])=[O:8])[N:2]([CH3:1])[C:3]2=[O:24])[CH2:16][CH2:15]1)=[O:18])([CH3:21])[CH3:22]. The catalyst class is: 20.